The task is: Predict the reaction yield, written as a fraction of the theoretical maximum amount of product (1.0 means a 100% yield; for example, 0.34 means a 34% yield).. This data is from Reaction yield outcomes from USPTO patents with 853,638 reactions. (1) The reactants are [C:1]([C:4]1[C:11]([OH:12])=[CH:10][C:7]([C:8]#[N:9])=[C:6]([CH3:13])[CH:5]=1)(=[O:3])[CH3:2].[I:14]N1C(=O)CCC1=O. The catalyst is C(O)(=O)C.C(OCC)(=O)C. The product is [C:1]([C:4]1[CH:5]=[C:6]([CH3:13])[C:7]([C:8]#[N:9])=[C:10]([I:14])[C:11]=1[OH:12])(=[O:3])[CH3:2]. The yield is 0.620. (2) The reactants are [NH2:1][C@@H:2]([CH:44]([CH3:46])[CH3:45])[C:3]([N:5]1[CH2:9][CH2:8][CH2:7][C@H:6]1[C:10]1[NH:11][C:12]([C:15]2[CH:20]=[CH:19][C:18]([C:21]3[CH:26]=[CH:25][C:24]([C:27]4[NH:31][C:30]([C@@H:32]5[CH2:36][CH2:35][CH2:34][N:33]5[C:37]([O:39][C:40]([CH3:43])([CH3:42])[CH3:41])=[O:38])=[N:29][CH:28]=4)=[CH:23][CH:22]=3)=[CH:17][CH:16]=2)=[CH:13][N:14]=1)=[O:4].Br[C:48]1[N:53]=[CH:52][CH:51]=[CH:50][N:49]=1.CCN(C(C)C)C(C)C. The catalyst is C1(C)C=CC=CC=1.CS(C)=O. The product is [CH3:45][CH:44]([CH3:46])[C@H:2]([NH:1][C:48]1[N:53]=[CH:52][CH:51]=[CH:50][N:49]=1)[C:3]([N:5]1[CH2:9][CH2:8][CH2:7][C@H:6]1[C:10]1[NH:11][C:12]([C:15]2[CH:20]=[CH:19][C:18]([C:21]3[CH:22]=[CH:23][C:24]([C:27]4[NH:31][C:30]([C@@H:32]5[CH2:36][CH2:35][CH2:34][N:33]5[C:37]([O:39][C:40]([CH3:41])([CH3:43])[CH3:42])=[O:38])=[N:29][CH:28]=4)=[CH:25][CH:26]=3)=[CH:17][CH:16]=2)=[CH:13][N:14]=1)=[O:4]. The yield is 0.740. (3) The reactants are Br[CH2:2][C:3]([O:5]CC)=[O:4].[OH-].[Na+].[CH:10]([C:13]1[CH:18]=[CH:17][CH:16]=[C:15]([O:19][CH3:20])[C:14]=1[OH:21])([CH3:12])[CH3:11]. The catalyst is C1(C)C=CC=CC=1.[Cl-].C([N+](CC)(CC)CC1C=CC=CC=1)C.O. The product is [CH3:20][O:19][C:15]1[CH:16]=[CH:17][CH:18]=[C:13]([CH:10]([CH3:12])[CH3:11])[C:14]=1[O:21][CH2:2][C:3]([OH:5])=[O:4]. The yield is 0.720. (4) The reactants are [CH:1]1[C:10]2[CH2:9][CH2:8][CH2:7][C:6](=[N:11]O)[C:5]=2[CH:4]=[CH:3][N:2]=1. The catalyst is C(O)C.C(OCC)(=O)C.[Pd]. The product is [CH:1]1[C:10]2[CH2:9][CH2:8][CH2:7][CH:6]([NH2:11])[C:5]=2[CH:4]=[CH:3][N:2]=1. The yield is 1.00. (5) The product is [Cl:1][C:2]1[C:3]([O:31][C@H:32]2[CH2:36][N:35]([C:37]([O:39][C:40]([CH3:41])([CH3:42])[CH3:43])=[O:38])[C@H:34]([C:44]([O:46][CH3:47])=[O:45])[CH2:33]2)=[N:4][C:5]2[C:10]([N:11]=1)=[CH:9][CH:8]=[C:7]([O:18][CH3:15])[CH:6]=2. The reactants are [Cl:1][C:2]1[C:3](O)=[N:4][C:5]2[C:10]([N:11]=1)=[CH:9][C:8](OC)=[CH:7][CH:6]=2.[C:15]([O-:18])([O-])=O.[Cs+].[Cs+].BrC1C=CC(S([O:31][C@@H:32]2[CH2:36][N:35]([C:37]([O:39][C:40]([CH3:43])([CH3:42])[CH3:41])=[O:38])[C@H:34]([C:44]([O:46][CH3:47])=[O:45])[CH2:33]2)(=O)=O)=CC=1. The catalyst is CN1C(=O)CCC1.O.CCOC(C)=O. The yield is 0.350. (6) The reactants are [NH2:1][C:2]1[N:12]=[CH:11][C:10](Br)=[CH:9][C:3]=1[C:4]([N:6]([CH3:8])[CH3:7])=[O:5].[B:14]1([B:14]2[O:18][C:17]([CH3:20])([CH3:19])[C:16]([CH3:22])([CH3:21])[O:15]2)[O:18][C:17]([CH3:20])([CH3:19])[C:16]([CH3:22])([CH3:21])[O:15]1.C([O-])(=O)C.[K+]. The catalyst is CN(C=O)C. The product is [NH2:1][C:2]1[N:12]=[CH:11][C:10]([B:14]2[O:18][C:17]([CH3:20])([CH3:19])[C:16]([CH3:22])([CH3:21])[O:15]2)=[CH:9][C:3]=1[C:4]([N:6]([CH3:8])[CH3:7])=[O:5]. The yield is 0.650.